This data is from Catalyst prediction with 721,799 reactions and 888 catalyst types from USPTO. The task is: Predict which catalyst facilitates the given reaction. (1) The catalyst class is: 6. Reactant: [C:1]1([N:7]2[C:12](=O)[CH2:11][C:10](=[O:14])[N:9]([C:15]3[CH:20]=[CH:19][CH:18]=[CH:17][CH:16]=3)[C:8]2=[O:21])[CH:6]=[CH:5][CH:4]=[CH:3][CH:2]=1.P(Cl)(Cl)([Cl:24])=O. Product: [Cl:24][C:12]1[N:7]([C:1]2[CH:6]=[CH:5][CH:4]=[CH:3][CH:2]=2)[C:8](=[O:21])[N:9]([C:15]2[CH:20]=[CH:19][CH:18]=[CH:17][CH:16]=2)[C:10](=[O:14])[CH:11]=1. (2) Product: [CH2:14]([O:13][C:11](=[O:12])[CH2:10][CH2:9][CH:4]1[CH:3]([CH:1]=[O:2])[CH2:8][CH2:7][N:6]([C:22]2[C:32]([C:33]#[N:34])=[CH:31][C:25]([C:26]([O:28][CH2:29][CH3:30])=[O:27])=[C:24]([CH3:35])[N:23]=2)[CH2:5]1)[C:15]1[CH:16]=[CH:17][CH:18]=[CH:19][CH:20]=1. The catalyst class is: 315. Reactant: [CH:1]([CH:3]1[CH2:8][CH2:7][NH:6][CH2:5][CH:4]1[CH2:9][CH2:10][C:11]([O:13][CH2:14][C:15]1[CH:20]=[CH:19][CH:18]=[CH:17][CH:16]=1)=[O:12])=[O:2].Cl[C:22]1[C:32]([C:33]#[N:34])=[CH:31][C:25]([C:26]([O:28][CH2:29][CH3:30])=[O:27])=[C:24]([CH3:35])[N:23]=1.CCN(C(C)C)C(C)C.[NH4+].[Cl-]. (3) Product: [NH2:1][C:2]1[CH:11]=[C:10]([N:12]2[CH2:17][CH2:16][N:15]([C:18]([NH:20][CH:21]3[CH2:26][CH2:25][CH2:24][CH:23]([C:27]([NH:32][CH3:31])=[O:28])[CH2:22]3)=[O:19])[CH2:14][CH2:13]2)[C:9]2[C:4](=[CH:5][C:6]([Cl:30])=[CH:7][CH:8]=2)[N:3]=1. Reactant: [NH2:1][C:2]1[CH:11]=[C:10]([N:12]2[CH2:17][CH2:16][N:15]([C:18]([NH:20][CH:21]3[CH2:26][CH2:25][CH2:24][CH:23]([C:27](O)=[O:28])[CH2:22]3)=[O:19])[CH2:14][CH2:13]2)[C:9]2[C:4](=[CH:5][C:6]([Cl:30])=[CH:7][CH:8]=2)[N:3]=1.[CH3:31][N:32](C(ON1N=NC2C=CC=NC1=2)=[N+](C)C)C.F[P-](F)(F)(F)(F)F.CN.C(N(C(C)C)CC)(C)C. The catalyst class is: 39. (4) Reactant: S([O-])([O-])(=O)=O.[Al+3].S([O-])([O-])(=O)=O.S([O-])([O-])(=O)=O.[Al+3].[OH:18][CH2:19][CH:20]([CH2:22][OH:23])[OH:21].[CH3:24][OH:25]. Product: [OH:18][CH2:19][C:20]1([O:21][CH2:20][C@@H:19]([OH:18])[C@@H:24]([OH:25])[C@H:22]1[OH:23])[OH:21]. The catalyst class is: 6. (5) Reactant: [F:1][C:2]1[CH:21]=[CH:20][C:5]2[C:6]([C:9]3[CH:14]=[CH:13][C:12]([O:15][CH2:16][C@H:17]4[CH2:19][O:18]4)=[CH:11][CH:10]=3)=[N:7][O:8][C:4]=2[CH:3]=1.[Br:22][C:23]1[CH:24]=[C:25]([C:29]2[C:33]3[CH:34]=[N:35][CH:36]=[CH:37][C:32]=3[N:31]([CH2:38][CH2:39][NH:40][CH3:41])[N:30]=2)[CH:26]=[CH:27][CH:28]=1. Product: [Br:22][C:23]1[CH:24]=[C:25]([C:29]2[C:33]3[CH:34]=[N:35][CH:36]=[CH:37][C:32]=3[N:31]([CH2:38][CH2:39][N:40]([CH3:41])[CH2:19][C@@H:17]([OH:18])[CH2:16][O:15][C:12]3[CH:11]=[CH:10][C:9]([C:6]4[C:5]5[CH:20]=[CH:21][C:2]([F:1])=[CH:3][C:4]=5[O:8][N:7]=4)=[CH:14][CH:13]=3)[N:30]=2)[CH:26]=[CH:27][CH:28]=1. The catalyst class is: 737. (6) Reactant: [NH:1]1[CH2:6][CH2:5][O:4][CH2:3][CH2:2]1.[CH3:7][C:8]1[N:13]=[CH:12][C:11]([CH2:14]OS(C)(=O)=O)=[CH:10][CH:9]=1. Product: [CH3:7][C:8]1[N:13]=[CH:12][C:11]([CH2:14][N:1]2[CH2:6][CH2:5][O:4][CH2:3][CH2:2]2)=[CH:10][CH:9]=1. The catalyst class is: 7.